This data is from NCI-60 drug combinations with 297,098 pairs across 59 cell lines. The task is: Regression. Given two drug SMILES strings and cell line genomic features, predict the synergy score measuring deviation from expected non-interaction effect. (1) Drug 1: CNC(=O)C1=CC=CC=C1SC2=CC3=C(C=C2)C(=NN3)C=CC4=CC=CC=N4. Drug 2: CCCCCOC(=O)NC1=NC(=O)N(C=C1F)C2C(C(C(O2)C)O)O. Cell line: EKVX. Synergy scores: CSS=1.82, Synergy_ZIP=0.936, Synergy_Bliss=0.0401, Synergy_Loewe=-8.34, Synergy_HSA=-3.16. (2) Drug 1: C1C(C(OC1N2C=NC3=C(N=C(N=C32)Cl)N)CO)O. Drug 2: CCCCC(=O)OCC(=O)C1(CC(C2=C(C1)C(=C3C(=C2O)C(=O)C4=C(C3=O)C=CC=C4OC)O)OC5CC(C(C(O5)C)O)NC(=O)C(F)(F)F)O. Cell line: OVCAR-5. Synergy scores: CSS=31.0, Synergy_ZIP=-3.43, Synergy_Bliss=-5.89, Synergy_Loewe=-7.80, Synergy_HSA=-1.72. (3) Drug 1: C1=C(C(=O)NC(=O)N1)N(CCCl)CCCl. Drug 2: C(CC(=O)O)C(=O)CN.Cl. Cell line: DU-145. Synergy scores: CSS=13.2, Synergy_ZIP=-12.7, Synergy_Bliss=-14.4, Synergy_Loewe=-23.8, Synergy_HSA=-14.3. (4) Drug 1: CC(C1=C(C=CC(=C1Cl)F)Cl)OC2=C(N=CC(=C2)C3=CN(N=C3)C4CCNCC4)N. Drug 2: C(=O)(N)NO. Cell line: MDA-MB-435. Synergy scores: CSS=5.70, Synergy_ZIP=-1.17, Synergy_Bliss=2.43, Synergy_Loewe=-17.3, Synergy_HSA=-2.37. (5) Drug 1: CC1OCC2C(O1)C(C(C(O2)OC3C4COC(=O)C4C(C5=CC6=C(C=C35)OCO6)C7=CC(=C(C(=C7)OC)O)OC)O)O. Drug 2: CC(C)NC(=O)C1=CC=C(C=C1)CNNC.Cl. Cell line: SNB-75. Synergy scores: CSS=5.20, Synergy_ZIP=-4.09, Synergy_Bliss=-1.03, Synergy_Loewe=-13.2, Synergy_HSA=-2.44. (6) Drug 1: C1=CN(C(=O)N=C1N)C2C(C(C(O2)CO)O)O.Cl. Drug 2: CC1CCC2CC(C(=CC=CC=CC(CC(C(=O)C(C(C(=CC(C(=O)CC(OC(=O)C3CCCCN3C(=O)C(=O)C1(O2)O)C(C)CC4CCC(C(C4)OC)OCCO)C)C)O)OC)C)C)C)OC. Cell line: A498. Synergy scores: CSS=15.7, Synergy_ZIP=-3.53, Synergy_Bliss=1.64, Synergy_Loewe=-4.74, Synergy_HSA=-0.102.